Dataset: Drug-target binding data from BindingDB using Ki measurements. Task: Regression. Given a target protein amino acid sequence and a drug SMILES string, predict the binding affinity score between them. We predict pKi (pKi = -log10(Ki in M); higher means stronger inhibition). Dataset: bindingdb_ki. The compound is CC(=O)N(Cc1ccccc1)CC1NCC(O)C1O. The target protein sequence is LLLLGFALANTNAARTDPPVVCATLNRTNFDTLFPGFTFGTATASYQLEGAANIDGRGPSIWDAFTHNHPEKITDGSNGDVAIDQYHRYKEDVAIMKDMGLDAYRFSISWSRLLPNGTLSGGINKKGIEYYNNLTNELIRNGIEPLVTLFHWDVPQALEEEYGGVLSPRIVYDFKAYAELCYKEFGDRVKHWTTLNEPYTISNHGYTIGIHAPGRCSSWYDPTCLGGDSGTEPYLVTHNLLLAHAAAVKLYREKYQASQEGVIGITVVSHWFEPASESQKDINASVRALDFMYGWFMDPLTRGDYPQSMRSLVKERLPNFTEEQSKSLIGSYDYIGVNYYSARYASAYPEDYSIPTPPSYLTDAYVNVTTELNGVPIGPQAASDWLYVYPKGLYDLVLYTKNKYNDPIMYITENGMDEFNNPKISLEQALNDSNRIDYCYRHLCYLQEAIIEGANVQGYFAWSLLDNFEWSEGYTVRFGINYVDYDNGLKRHSKLSTHWF.... The pKi is 3.7.